This data is from Catalyst prediction with 721,799 reactions and 888 catalyst types from USPTO. The task is: Predict which catalyst facilitates the given reaction. (1) Reactant: [OH:1][C:2]1[N:7]=[C:6]([CH:8]2[CH2:13][CH2:12][N:11]([C:14]([O:16][C:17]([CH3:20])([CH3:19])[CH3:18])=[O:15])[CH2:10][CH2:9]2)[CH:5]=[CH:4][CH:3]=1.C(=O)([O-])[O-].[Cs+].[Cs+].Br[CH2:28][CH:29]1[CH2:31][CH2:30]1. Product: [CH:29]1([CH2:28][O:1][C:2]2[N:7]=[C:6]([CH:8]3[CH2:13][CH2:12][N:11]([C:14]([O:16][C:17]([CH3:20])([CH3:19])[CH3:18])=[O:15])[CH2:10][CH2:9]3)[CH:5]=[CH:4][CH:3]=2)[CH2:31][CH2:30]1. The catalyst class is: 3. (2) Reactant: [CH3:1][N:2]([CH3:17])[C:3]([C:5]1[CH:6]=[C:7]([OH:16])[C:8]2[N:9]([C:11]([CH3:15])=[C:12]([CH3:14])[N:13]=2)[CH:10]=1)=[O:4].[O:18]1[C@H:20]2[CH2:21][C:22]3[C:27]([C@@H:19]12)=[CH:26][CH:25]=[CH:24][CH:23]=3.C(N(CC)CC)C. Product: [OH:18][C@H:20]1[CH2:21][C:22]2[C:27](=[CH:26][CH:25]=[CH:24][CH:23]=2)[C@@H:19]1[O:16][C:7]1[C:8]2[N:9]([C:11]([CH3:15])=[C:12]([CH3:14])[N:13]=2)[CH:10]=[C:5]([C:3]([N:2]([CH3:1])[CH3:17])=[O:4])[CH:6]=1. The catalyst class is: 40. (3) Reactant: [CH2:1]([NH:3][C:4]([NH2:6])=[O:5])[CH3:2].[N:7]1[C:16]2[C:11](=[CH:12][CH:13]=[CH:14][N:15]=2)[CH:10]=[CH:9][CH:8]=1.[CH2:17]([CH:24]1[CH2:29][CH2:28][NH:27][CH2:26][CH2:25]1)[C:18]1[CH:23]=[CH:22][CH:21]=[CH:20][CH:19]=1.[C:30](=O)([O-])[O-].[Na+].[Na+]. Product: [CH2:17]([CH:24]1[CH2:29][CH2:28][N:27]([CH2:2][CH2:1][NH:3][C:4]([NH:6][C:14]2[CH:13]=[CH:12][C:11]3[C:10](=[CH:9][CH:8]=[N:7][C:16]=3[CH3:30])[N:15]=2)=[O:5])[CH2:26][CH2:25]1)[C:18]1[CH:23]=[CH:22][CH:21]=[CH:20][CH:19]=1. The catalyst class is: 18. (4) Reactant: [CH3:1][O:2][C:3]1[CH:4]=[CH:5][C:6]2[N:11]=[CH:10][C:9](=[O:12])[NH:8][C:7]=2[N:13]=1.[H-].[Li+].Br[CH2:17][CH2:18][CH2:19][CH2:20][O:21][CH2:22][C:23]1[CH:28]=[CH:27][CH:26]=[CH:25][CH:24]=1.[I-].[Na+]. Product: [CH2:22]([O:21][CH2:20][CH2:19][CH2:18][CH2:17][N:8]1[C:9](=[O:12])[CH:10]=[N:11][C:6]2[CH:5]=[CH:4][C:3]([O:2][CH3:1])=[N:13][C:7]1=2)[C:23]1[CH:28]=[CH:27][CH:26]=[CH:25][CH:24]=1. The catalyst class is: 42. (5) Reactant: [CH3:1][C@H:2]1[CH2:6][CH2:5][N:4](C(OC(C)(C)C)=O)[C@@H:3]1[C:14]1[NH:18][C:17]2[C:19]([CH3:23])=[CH:20][CH:21]=[CH:22][C:16]=2[N:15]=1.[ClH:24].O1CCOCC1. Product: [ClH:24].[CH3:23][C:19]1[C:17]2[NH:18][C:14]([C@@H:3]3[C@@H:2]([CH3:1])[CH2:6][CH2:5][NH:4]3)=[N:15][C:16]=2[CH:22]=[CH:21][CH:20]=1. The catalyst class is: 5. (6) Reactant: Cl[C:2]1[C:11]2[C:6](=[CH:7][CH:8]=[C:9]([O:12][CH3:13])[CH:10]=2)[CH:5]=[C:4]([Cl:14])[N:3]=1.[CH2:15]([O:22]CC1C=CC=CC=1)[C:16]1[CH:21]=[CH:20][CH:19]=[CH:18][CH:17]=1.[Na]. Product: [CH2:15]([O:22][C:2]1[C:11]2[C:6](=[CH:7][CH:8]=[C:9]([O:12][CH3:13])[CH:10]=2)[CH:5]=[C:4]([Cl:14])[N:3]=1)[C:16]1[CH:21]=[CH:20][CH:19]=[CH:18][CH:17]=1. The catalyst class is: 11.